This data is from Catalyst prediction with 721,799 reactions and 888 catalyst types from USPTO. The task is: Predict which catalyst facilitates the given reaction. (1) The catalyst class is: 1. Product: [Cl:1][C:2]1[CH:3]=[C:4]2[C:9](=[CH:10][C:11]=1[N:12]1[CH2:17][C:16]3[C:18]([CH:26]4[CH2:27][CH2:28]4)=[N:19][C:20]([C:22]([OH:24])=[O:23])=[CH:21][C:15]=3[NH:14][C:13]1=[O:29])[O:8][CH:7]([C:30]1[C:35]([F:36])=[CH:34][CH:33]=[CH:32][N:31]=1)[CH2:6][CH2:5]2. Reactant: [Cl:1][C:2]1[CH:3]=[C:4]2[C:9](=[CH:10][C:11]=1[N:12]1[CH2:17][C:16]3[C:18]([CH:26]4[CH2:28][CH2:27]4)=[N:19][C:20]([C:22]([O:24]C)=[O:23])=[CH:21][C:15]=3[NH:14][C:13]1=[O:29])[O:8][CH:7]([C:30]1[C:35]([F:36])=[CH:34][CH:33]=[CH:32][N:31]=1)[CH2:6][CH2:5]2.C(O)C.[OH-].[Na+].Cl. (2) Reactant: [CH2:1]1[O:5][C:4]2[CH:6]=[C:7]([OH:10])[CH:8]=[CH:9][C:3]=2[O:2]1.[H-].[Na+].[Cl:13][CH2:14][CH2:15][CH2:16]I.[Na+].[Cl-]. Product: [O:2]1[C:3]2[CH:9]=[CH:8][C:7]([O:10][CH2:16][CH2:15][CH2:14][Cl:13])=[CH:6][C:4]=2[O:5][CH2:1]1. The catalyst class is: 18. (3) Reactant: [C:1]([O:5][C:6]([NH:8][C@@H:9]1[CH2:16][C@H:12]2[CH2:13][NH:14][CH2:15][C@@:11]2([C:17]([O:19][CH3:20])=[O:18])[CH2:10]1)=[O:7])([CH3:4])([CH3:3])[CH3:2].Cl[C:22]([O:24][CH2:25][C:26]1[CH:31]=[CH:30][CH:29]=[CH:28][CH:27]=1)=[O:23]. Product: [C:1]([O:5][C:6]([NH:8][C@@H:9]1[CH2:16][C@H:12]2[CH2:13][N:14]([C:22]([O:24][CH2:25][C:26]3[CH:31]=[CH:30][CH:29]=[CH:28][CH:27]=3)=[O:23])[CH2:15][C@@:11]2([C:17]([O:19][CH3:20])=[O:18])[CH2:10]1)=[O:7])([CH3:4])([CH3:3])[CH3:2]. The catalyst class is: 2.